The task is: Predict which catalyst facilitates the given reaction.. This data is from Catalyst prediction with 721,799 reactions and 888 catalyst types from USPTO. (1) Reactant: [NH2:1][C@@H:2]([C@H:7]([OH:9])[CH3:8])[C:3]([O:5][CH3:6])=[O:4].C([O-])([O-])=O.[K+].[K+].[OH:16][C@@H:17]([CH3:31])[C:18]#[C:19][C:20]#[C:21][C:22]1[CH:30]=[CH:29][C:25]([C:26](O)=[O:27])=[CH:24][CH:23]=1.CCN(C(C)C)C(C)C.CN(C(ON1N=NC2C=CC=NC1=2)=[N+](C)C)C.F[P-](F)(F)(F)(F)F. Product: [OH:9][C@H:7]([CH3:8])[C@H:2]([NH:1][C:26](=[O:27])[C:25]1[CH:29]=[CH:30][C:22]([C:21]#[C:20][C:19]#[C:18][C@@H:17]([OH:16])[CH3:31])=[CH:23][CH:24]=1)[C:3]([O:5][CH3:6])=[O:4]. The catalyst class is: 39. (2) Reactant: [F:1][C:2]([F:33])([F:32])[C:3]1[CH:4]=[C:5]([CH:25]=[C:26]([C:28]([F:31])([F:30])[F:29])[CH:27]=1)[CH2:6][NH:7][CH2:8][C:9]1[C:10]([N:16]([CH2:21][CH:22]2[CH2:24][CH2:23]2)[CH2:17][CH:18]2[CH2:20][CH2:19]2)=[N:11][C:12]([F:15])=[CH:13][CH:14]=1.C(=O)(O)[O-].[Na+].[N:39]#[C:40]Br. Product: [CH:22]1([CH2:21][N:16]([CH2:17][CH:18]2[CH2:20][CH2:19]2)[C:10]2[C:9]([CH2:8][N:7]([CH2:6][C:5]3[CH:25]=[C:26]([C:28]([F:29])([F:30])[F:31])[CH:27]=[C:3]([C:2]([F:1])([F:32])[F:33])[CH:4]=3)[C:40]#[N:39])=[CH:14][CH:13]=[C:12]([F:15])[N:11]=2)[CH2:23][CH2:24]1. The catalyst class is: 5. (3) Reactant: [CH3:1][C:2]([CH3:6])([CH3:5])[CH:3]=O.[CH3:7][O:8][C:9]1[CH:14]=[CH:13][C:12](N)=[CH:11][CH:10]=1.[O-]S([O-])(=O)=O.[Na+].[Na+].[CH2:23]([N:25](CC)CC)C.[CH2:30]([O:37][CH2:38][C:39](Cl)=[O:40])[C:31]1[CH:36]=[CH:35][CH:34]=[CH:33][CH:32]=1. Product: [C:2]([C@H:3]1[N:25]([CH2:23][C:12]2[CH:13]=[CH:14][C:9]([O:8][CH3:7])=[CH:10][CH:11]=2)[C:39](=[O:40])[C@H:38]1[O:37][CH2:30][C:31]1[CH:36]=[CH:35][CH:34]=[CH:33][CH:32]=1)([CH3:6])([CH3:5])[CH3:1]. The catalyst class is: 4. (4) The catalyst class is: 454. Reactant: Cl.[NH2:2][C@@H:3]([C:5]1[CH:13]=[CH:12][C:8]([C:9]([OH:11])=O)=CC=1)[CH3:4].[C:14]([N:18]=[C:19]=[O:20])([CH3:17])([CH3:16])[CH3:15].C(N(CC)CC)C.CN(C([O:35][N:36]1N=NC2C=CC=NC1=2)=[N+](C)C)C.F[P-](F)(F)(F)(F)F.[Si](ON)(C(C)(C)C)(C)C.C[S:62](C)=O. Product: [C:14]([NH:18][C:19]([NH:2][C@@H:3]([C:5]1[S:62][C:8]([C:9]([NH:36][OH:35])=[O:11])=[CH:12][CH:13]=1)[CH3:4])=[O:20])([CH3:17])([CH3:16])[CH3:15]. (5) Reactant: [C:1]([CH2:7][C:8]#[N:9])(=O)[C:2]([CH3:5])([CH3:4])[CH3:3].[ClH:10].[CH3:11][O:12][C:13]1[CH:18]=[CH:17][C:16]([NH:19][NH2:20])=[CH:15][C:14]=1[CH3:21]. Product: [ClH:10].[C:2]([C:1]1[CH:7]=[C:8]([NH2:9])[N:19]([C:16]2[CH:17]=[CH:18][C:13]([O:12][CH3:11])=[C:14]([CH3:21])[CH:15]=2)[N:20]=1)([CH3:5])([CH3:4])[CH3:3]. The catalyst class is: 5. (6) Reactant: [NH2:1][C@@H:2]([CH2:14][F:15])[C@@H:3]([C:5]1[CH:10]=[CH:9][C:8]([N:11]=[N+:12]=[N-:13])=[CH:7][CH:6]=1)[OH:4].C(N(CC)CC)C.[Cl:23][CH:24]([Cl:30])[C:25](OCC)=[O:26]. Product: [N:11]([C:8]1[CH:7]=[CH:6][C:5]([C@@H:3]([OH:4])[C@H:2]([NH:1][C:25](=[O:26])[CH:24]([Cl:30])[Cl:23])[CH2:14][F:15])=[CH:10][CH:9]=1)=[N+:12]=[N-:13]. The catalyst class is: 5. (7) Reactant: [CH2:1]([C:3]1[N:8]=[C:7]2[N:9]([CH:13]([CH2:16][CH3:17])[CH2:14][CH3:15])[N:10]=[C:11]([CH3:12])[C:6]2=[N:5][C:4]=1[C:18]1[C:19]([OH:27])=[N:20][C:21]([CH:24]([CH3:26])[CH3:25])=[CH:22][CH:23]=1)[CH3:2].[F:28][C:29]([F:42])([F:41])[S:30](O[S:30]([C:29]([F:42])([F:41])[F:28])(=[O:32])=[O:31])(=[O:32])=[O:31].C(N(CC)CC)C. Product: [CH2:1]([C:3]1[N:8]=[C:7]2[N:9]([CH:13]([CH2:14][CH3:15])[CH2:16][CH3:17])[N:10]=[C:11]([CH3:12])[C:6]2=[N:5][C:4]=1[C:18]1[C:19]([O:27][S:30]([C:29]([F:42])([F:41])[F:28])(=[O:32])=[O:31])=[N:20][C:21]([CH:24]([CH3:25])[CH3:26])=[CH:22][CH:23]=1)[CH3:2]. The catalyst class is: 2. (8) Reactant: [CH:1]1([C:4]2[CH:5]=[N:6][C:7]([N:14]([C:21]3[CH:29]=[CH:28][CH:27]=[C:26]4[C:22]=3[CH:23]=[CH:24][NH:25]4)C(=O)C(F)(F)F)=[C:8]([CH:13]=2)[C:9]([O:11]C)=[O:10])[CH2:3][CH2:2]1.[H-].[Na+].[CH2:32](I)[CH3:33].C(OCC)(=O)C. Product: [CH:1]1([C:4]2[CH:5]=[N:6][C:7]([NH:14][C:21]3[CH:29]=[CH:28][CH:27]=[C:26]4[C:22]=3[CH:23]=[CH:24][N:25]4[CH2:32][CH3:33])=[C:8]([CH:13]=2)[C:9]([OH:11])=[O:10])[CH2:3][CH2:2]1. The catalyst class is: 35. (9) Reactant: [N+:1]([C:4]1[CH:5]=[C:6]2[NH:12][N:11]=[CH:10][C:7]2=[N:8][CH:9]=1)([O-:3])=[O:2].[O:13]1[CH:18]=[CH:17][CH2:16][CH2:15][CH2:14]1.CS(O)(=O)=O.C(=O)(O)[O-].[Na+]. Product: [N+:1]([C:4]1[CH:5]=[C:6]2[N:12]([CH:14]3[CH2:15][CH2:16][CH2:17][CH2:18][O:13]3)[N:11]=[CH:10][C:7]2=[N:8][CH:9]=1)([O-:3])=[O:2]. The catalyst class is: 7.